From a dataset of Reaction yield outcomes from USPTO patents with 853,638 reactions. Predict the reaction yield, written as a fraction of the theoretical maximum amount of product (1.0 means a 100% yield; for example, 0.34 means a 34% yield). The reactants are Cl[C:2]1[C:7]([N:8]([CH3:13])[C:9](=[O:12])OC)=[CH:6][C:5]([F:14])=[CH:4][N:3]=1.[C:15]([O:19][C:20](=[O:27])[NH:21][C@H:22]1[CH2:25][C@H:24]([NH2:26])[CH2:23]1)([CH3:18])([CH3:17])[CH3:16].CC(C)([O-])C.[Na+]. The catalyst is CC(C1C=C(C(C)C)C(C2C(P(C3CCCCC3)C3CCCCC3)=C(OC)C=CC=2OC)=C(C(C)C)C=1)C.C1C=[C-]C(CCN)=CC=1.Cl[Pd+].O1CCOCC1.O. The product is [C:15]([O:19][C:20](=[O:27])[NH:21][C@H:22]1[CH2:25][C@H:24]([N:26]2[C:2]3=[N:3][CH:4]=[C:5]([F:14])[CH:6]=[C:7]3[N:8]([CH3:13])[C:9]2=[O:12])[CH2:23]1)([CH3:18])([CH3:16])[CH3:17]. The yield is 0.474.